This data is from Forward reaction prediction with 1.9M reactions from USPTO patents (1976-2016). The task is: Predict the product of the given reaction. (1) Given the reactants [N:1]1[CH:6]=[CH:5][CH:4]=[CH:3][C:2]=1[CH:7]=[O:8].[F:9][C:10]([Si](C)(C)C)([F:12])[F:11].[F-].C([N+](CCCC)(CCCC)CCCC)CCC, predict the reaction product. The product is: [F:9][C:10]([F:12])([F:11])[CH:7]([C:2]1[CH:3]=[CH:4][CH:5]=[CH:6][N:1]=1)[OH:8]. (2) Given the reactants ClC(=C)[C:3]#[N:4].[C:6]1([CH2:12][NH:13][CH2:14][CH2:15][OH:16])[CH:11]=[CH:10][CH:9]=[CH:8][CH:7]=1.[CH3:17][C:18](C)([O-])C.[K+], predict the reaction product. The product is: [C:6]1([CH2:12][N:13]2[CH2:18][CH2:17][O:16][CH:15]([C:3]#[N:4])[CH2:14]2)[CH:11]=[CH:10][CH:9]=[CH:8][CH:7]=1. (3) Given the reactants [CH2:1]([C:7]1[CH:8]=[C:9]2[C:13](=[CH:14][C:15]=1[O:16]C)[C:12](=[O:18])[C:11]([CH3:20])([CH3:19])[CH2:10]2)[CH2:2][CH2:3][CH2:4][CH2:5][CH3:6].[Cl-].[Al+3].[Cl-].[Cl-].C1(C)C=CC=CC=1, predict the reaction product. The product is: [CH2:1]([C:7]1[CH:8]=[C:9]2[C:13](=[CH:14][C:15]=1[OH:16])[C:12](=[O:18])[C:11]([CH3:19])([CH3:20])[CH2:10]2)[CH2:2][CH2:3][CH2:4][CH2:5][CH3:6]. (4) Given the reactants Cl.Cl.[NH2:3][CH2:4][CH2:5][O:6][C:7]1[CH:8]=[CH:9][CH:10]=[C:11]2[C:16]=1[N:15]=[C:14]([CH3:17])[CH:13]=[C:12]2[NH:18][CH2:19][C:20]1[CH:25]=[CH:24][C:23]([Cl:26])=[C:22]([Cl:27])[CH:21]=1.[CH3:28][S:29](Cl)(=[O:31])=[O:30].N1C=CC=C[CH:34]=1, predict the reaction product. The product is: [Cl:27][C:22]1[CH:21]=[C:20]([CH:25]=[CH:24][C:23]=1[Cl:26])[CH2:19][NH:18][C:12]1[C:11]2[C:16](=[C:7]([O:6][CH2:5][CH2:4][NH:3][S:29]([CH2:28][CH3:34])(=[O:31])=[O:30])[CH:8]=[CH:9][CH:10]=2)[N:15]=[C:14]([CH3:17])[CH:13]=1.